This data is from Forward reaction prediction with 1.9M reactions from USPTO patents (1976-2016). The task is: Predict the product of the given reaction. (1) Given the reactants CC1(C)C(C)(C)OB(C2C=C([C:15]3[CH:16]=[N:17][C:18]4[C:19]5[C:24]([C:25]6[CH:32]=[CH:31][CH:30]=[CH:29][C:26]=6[C:27]=4[CH:28]=3)=[CH:23][CH:22]=[CH:21][N:20]=5)C=CC=2)O1.Cl[C:35]1[CH:48]=[CH:47][C:46]2[C:37](=[C:38]3[C:43](=[CH:44][CH:45]=2)[CH:42]=[CH:41][C:40]([C:49]2[CH:54]=[CH:53][CH:52]=[CH:51][CH:50]=2)=[N:39]3)[N:36]=1.C([O-])([O-])=O.[Na+].[Na+].[CH3:61][CH2:62]O, predict the reaction product. The product is: [C:62]1([C:35]2[CH:48]=[CH:47][C:46]3[C:37]([N:36]=2)=[C:38]2[C:43]([CH:42]=[CH:41][C:40]([C:49]4[CH:54]=[C:53]([C:15]5[CH:16]=[N:17][C:18]6[C:19]7[C:24]([C:25]8[CH:32]=[CH:31][CH:30]=[CH:29][C:26]=8[C:27]=6[CH:28]=5)=[CH:23][CH:22]=[CH:21][N:20]=7)[CH:52]=[CH:51][CH:50]=4)=[N:39]2)=[CH:44][CH:45]=3)[CH:61]=[CH:27][CH:28]=[CH:15][CH:16]=1. (2) Given the reactants [CH3:1][C:2]1[CH:3]=[C:4](/[CH:12]=[CH:13]/[C:14]([O:16][CH3:17])=[O:15])[CH:5]=[C:6]([C:8](=[O:11])[NH:9][CH3:10])[CH:7]=1, predict the reaction product. The product is: [CH3:1][C:2]1[CH:3]=[C:4]([CH2:12][CH2:13][C:14]([O:16][CH3:17])=[O:15])[CH:5]=[C:6]([C:8](=[O:11])[NH:9][CH3:10])[CH:7]=1. (3) Given the reactants N[C@@H:2]([CH2:6][C:7]1[CH:12]=[CH:11][C:10]([OH:13])=[CH:9][CH:8]=1)[C:3]([OH:5])=O.[CH:14]1([NH:21][C:22]([NH2:24])=[S:23])[CH2:20][CH2:19][CH2:18][CH2:17][CH2:16][CH2:15]1, predict the reaction product. The product is: [CH:14]1([NH:21][C:22]2[S:23][CH:2]([CH2:6][C:7]3[CH:12]=[CH:11][C:10]([OH:13])=[CH:9][CH:8]=3)[C:3](=[O:5])[N:24]=2)[CH2:20][CH2:19][CH2:18][CH2:17][CH2:16][CH2:15]1. (4) Given the reactants [C:1]1([S:7]([N:10]2[C:14]3=[N:15][C:16]([O:19][CH3:20])=[CH:17][CH:18]=[C:13]3[CH:12]=[CH:11]2)(=[O:9])=[O:8])[CH:6]=[CH:5][CH:4]=[CH:3][CH:2]=1.C([N-][CH:25]([CH3:27])[CH3:26])(C)C.[Li+].C([Li])C[CH2:31][CH3:32].CCCCCC.C(NC(C)C)(C)C.[CH:47]1([CH:52]=[O:53])CCCC1, predict the reaction product. The product is: [C:1]1([S:7]([N:10]2[C:14]3=[N:15][C:16]([O:19][CH3:20])=[CH:17][CH:18]=[C:13]3[CH:12]=[C:11]2[CH:52]([OH:53])[CH2:47][CH:26]2[CH2:25][CH2:27][CH2:32][CH2:31]2)(=[O:9])=[O:8])[CH:2]=[CH:3][CH:4]=[CH:5][CH:6]=1. (5) Given the reactants [C:1]([C:5]1[CH:6]=[C:7]([NH:31][S:32]([CH3:35])(=[O:34])=[O:33])[C:8]([O:29][CH3:30])=[C:9]([NH:11][C:12]([C:14]2[CH:15]=[CH:16][C:17]([CH3:28])=[C:18]([N:20]3[CH:24]=[C:23]([C:25]([OH:27])=O)[CH:22]=[N:21]3)[CH:19]=2)=[O:13])[CH:10]=1)([CH3:4])([CH3:3])[CH3:2].[NH2:36][CH2:37][C:38]1[CH:39]=[N:40][CH:41]=[CH:42][CH:43]=1.CN(C(ON1N=NC2C=CC=NC1=2)=[N+](C)C)C.F[P-](F)(F)(F)(F)F.C(N(CC)C(C)C)(C)C, predict the reaction product. The product is: [N:40]1[CH:41]=[CH:42][CH:43]=[C:38]([CH2:37][NH:36][C:25]([C:23]2[CH:22]=[N:21][N:20]([C:18]3[CH:19]=[C:14]([C:12](=[O:13])[NH:11][C:9]4[CH:10]=[C:5]([C:1]([CH3:3])([CH3:2])[CH3:4])[CH:6]=[C:7]([NH:31][S:32]([CH3:35])(=[O:34])=[O:33])[C:8]=4[O:29][CH3:30])[CH:15]=[CH:16][C:17]=3[CH3:28])[CH:24]=2)=[O:27])[CH:39]=1.